From a dataset of Reaction yield outcomes from USPTO patents with 853,638 reactions. Predict the reaction yield, written as a fraction of the theoretical maximum amount of product (1.0 means a 100% yield; for example, 0.34 means a 34% yield). (1) The reactants are [Br:1][C:2]1[CH:10]=[CH:9][C:5]([C:6]([OH:8])=[O:7])=[CH:4][C:3]=1[O:11][CH3:12].C([O-])([O-])=O.[K+].[K+].Br[CH2:20][C:21]1[CH:26]=[CH:25][CH:24]=[CH:23][CH:22]=1. The catalyst is CN(C=O)C. The product is [Br:1][C:2]1[CH:10]=[CH:9][C:5]([C:6]([O:8][CH2:20][C:21]2[CH:26]=[CH:25][CH:24]=[CH:23][CH:22]=2)=[O:7])=[CH:4][C:3]=1[O:11][CH3:12]. The yield is 0.910. (2) The reactants are [NH2:1][C:2]([C:5]1[CH:6]=[C:7]([C:20]2[N:25]=[C:24]([CH3:26])[N:23]=[C:22]([N:27](CC3C=CC([O:44][CH3:45])=CC=3)CC3C=CC(OC)=CC=3)[N:21]=2)[C:8]([NH:11][C:12]2[CH:13]=[N:14][C:15]([O:18][CH3:19])=[CH:16][CH:17]=2)=[N:9][CH:10]=1)([CH3:4])[CH3:3].OS([C:50]([F:53])([F:52])[F:51])(=O)=O.[OH-:54].[Na+]. The catalyst is C(O)(C(F)(F)F)=O. The product is [F:51][C:50]([F:53])([F:52])[C:45]([OH:44])=[O:54].[NH2:1][C:2]([C:5]1[CH:6]=[C:7]([C:20]2[N:25]=[C:24]([CH3:26])[N:23]=[C:22]([NH2:27])[N:21]=2)[C:8]([NH:11][C:12]2[CH:13]=[N:14][C:15]([O:18][CH3:19])=[CH:16][CH:17]=2)=[N:9][CH:10]=1)([CH3:3])[CH3:4]. The yield is 0.455. (3) The reactants are CC(C)([O-])C.[K+].CO[C:9](=[O:32])[C:10]1[CH:15]=[C:14]([Br:16])[C:13]([Cl:17])=[CH:12][C:11]=1[N:18]([C:26]([O:28][CH:29]([CH3:31])[CH3:30])=[O:27])[CH2:19][CH2:20][CH2:21][C:22]([O:24][CH3:25])=[O:23]. The catalyst is C1(C)C=CC=CC=1.C(OCC)(=O)C. The product is [CH3:25][O:24][C:22]([CH:21]1[CH2:20][CH2:19][N:18]([C:26]([O:28][CH:29]([CH3:30])[CH3:31])=[O:27])[C:11]2[CH:12]=[C:13]([Cl:17])[C:14]([Br:16])=[CH:15][C:10]=2[C:9]1=[O:32])=[O:23]. The yield is 0.620. (4) The reactants are C[O:2][C:3]1[C:20]([O:21]C)=[CH:19][C:18]2[C:17]3[C:12](=[CH:13][C:14]([O:25]C)=[C:15]([O:23]C)[CH:16]=3)[C:11]3[C:6](=[CH:7][C:8]([O:29]C)=[C:9]([O:27]C)[CH:10]=3)[C:5]=2[CH:4]=1.I. The catalyst is C(O)(=O)C. The product is [OH2:2].[OH:2][C:3]1[C:20]([OH:21])=[CH:19][C:18]2[C:17]3[C:12](=[CH:13][C:14]([OH:25])=[C:15]([OH:23])[CH:16]=3)[C:11]3[C:6](=[CH:7][C:8]([OH:29])=[C:9]([OH:27])[CH:10]=3)[C:5]=2[CH:4]=1. The yield is 0.855.